This data is from Peptide-MHC class I binding affinity with 185,985 pairs from IEDB/IMGT. The task is: Regression. Given a peptide amino acid sequence and an MHC pseudo amino acid sequence, predict their binding affinity value. This is MHC class I binding data. (1) The peptide sequence is SILSPFLPL. The MHC is HLA-A03:01 with pseudo-sequence HLA-A03:01. The binding affinity (normalized) is 0.155. (2) The peptide sequence is WPRHRRLSI. The MHC is HLA-B27:05 with pseudo-sequence HLA-B27:05. The binding affinity (normalized) is 0.0847. (3) The peptide sequence is PLVQQEDDK. The MHC is HLA-B40:01 with pseudo-sequence HLA-B40:01. The binding affinity (normalized) is 0.0847. (4) The binding affinity (normalized) is 0. The MHC is H-2-Kb with pseudo-sequence H-2-Kb. The peptide sequence is ALLIGAVVSV. (5) The binding affinity (normalized) is 0.692. The MHC is Mamu-A02 with pseudo-sequence Mamu-A02. The peptide sequence is YSARRHRILDI. (6) The peptide sequence is QPWTPVSSF. The MHC is HLA-A31:01 with pseudo-sequence HLA-A31:01. The binding affinity (normalized) is 0.0847. (7) The peptide sequence is SVYFAAFAF. The MHC is HLA-B46:01 with pseudo-sequence HLA-B46:01. The binding affinity (normalized) is 0.0847. (8) The peptide sequence is RILQRALF. The MHC is Mamu-A01 with pseudo-sequence Mamu-A01. The binding affinity (normalized) is 0.0466. (9) The peptide sequence is DLQKVCYVPHF. The MHC is Mamu-A02 with pseudo-sequence Mamu-A02. The binding affinity (normalized) is 0.0345.